Dataset: Reaction yield outcomes from USPTO patents with 853,638 reactions. Task: Predict the reaction yield, written as a fraction of the theoretical maximum amount of product (1.0 means a 100% yield; for example, 0.34 means a 34% yield). (1) The reactants are [C:1]([C:4]1[CH:12]=[CH:11][CH:10]=[CH:9][C:5]=1[C:6]([OH:8])=[O:7])(=[O:3])[CH3:2].[CH3:13][C:14](=[CH:16][CH2:17][CH2:18]/[C:19](=[CH:21]/[CH2:22]O)/[CH3:20])[CH3:15].C1CCC(N=C=NC2CCCCC2)CC1. The catalyst is CN(C1C=CN=CC=1)C.ClCCl. The product is [C:1]([C:4]1[CH:12]=[CH:11][CH:10]=[CH:9][C:5]=1[C:6]([O:8][CH2:22]/[CH:21]=[C:19](\[CH3:20])/[CH2:18][CH2:17][CH:16]=[C:14]([CH3:15])[CH3:13])=[O:7])(=[O:3])[CH3:2]. The yield is 0.780. (2) The reactants are [C:1]([N:9]1[CH2:22][CH2:21][C:20]2[C:19]3[C:18]([C:23]4[CH:28]=[CH:27][CH:26]=[CH:25][C:24]=4[O:29]C)=[CH:17][CH:16]=[CH:15][C:14]=3[NH:13][C:12]=2[CH2:11][CH2:10]1)(=[O:8])[C:2]1[CH:7]=[CH:6][CH:5]=[CH:4][CH:3]=1.B(Br)(Br)Br. The catalyst is C(Cl)Cl. The product is [C:1]([N:9]1[CH2:22][CH2:21][C:20]2[C:19]3[C:18]([C:23]4[CH:28]=[CH:27][CH:26]=[CH:25][C:24]=4[OH:29])=[CH:17][CH:16]=[CH:15][C:14]=3[NH:13][C:12]=2[CH2:11][CH2:10]1)(=[O:8])[C:2]1[CH:3]=[CH:4][CH:5]=[CH:6][CH:7]=1. The yield is 0.880. (3) The reactants are C(OC([N:8]1[CH2:13][CH2:12][CH:11]([N:14]([C:25]2[CH:29]=[C:28]([C:30]3[CH:35]=[CH:34][CH:33]=[CH:32][CH:31]=3)[S:27][C:26]=2[C:36]([OH:38])=[O:37])[C:15](=[O:24])[C:16]2[CH:21]=[CH:20][C:19]([Cl:22])=[CH:18][C:17]=2[Cl:23])[CH2:10][CH2:9]1)=O)(C)(C)C.Cl. The catalyst is O1CCOCC1. The product is [Cl:23][C:17]1[CH:18]=[C:19]([Cl:22])[CH:20]=[CH:21][C:16]=1[C:15]([N:14]([CH:11]1[CH2:12][CH2:13][NH:8][CH2:9][CH2:10]1)[C:25]1[CH:29]=[C:28]([C:30]2[CH:31]=[CH:32][CH:33]=[CH:34][CH:35]=2)[S:27][C:26]=1[C:36]([OH:38])=[O:37])=[O:24]. The yield is 1.00.